This data is from NCI-60 drug combinations with 297,098 pairs across 59 cell lines. The task is: Regression. Given two drug SMILES strings and cell line genomic features, predict the synergy score measuring deviation from expected non-interaction effect. (1) Drug 1: CC1=C(N=C(N=C1N)C(CC(=O)N)NCC(C(=O)N)N)C(=O)NC(C(C2=CN=CN2)OC3C(C(C(C(O3)CO)O)O)OC4C(C(C(C(O4)CO)O)OC(=O)N)O)C(=O)NC(C)C(C(C)C(=O)NC(C(C)O)C(=O)NCCC5=NC(=CS5)C6=NC(=CS6)C(=O)NCCC[S+](C)C)O. Drug 2: C1CN(CCN1C(=O)CCBr)C(=O)CCBr. Cell line: HS 578T. Synergy scores: CSS=41.9, Synergy_ZIP=-3.18, Synergy_Bliss=0.369, Synergy_Loewe=-0.0169, Synergy_HSA=4.93. (2) Drug 1: CCC(=C(C1=CC=CC=C1)C2=CC=C(C=C2)OCCN(C)C)C3=CC=CC=C3.C(C(=O)O)C(CC(=O)O)(C(=O)O)O. Drug 2: C1CN(CCN1C(=O)CCBr)C(=O)CCBr. Cell line: IGROV1. Synergy scores: CSS=12.7, Synergy_ZIP=-3.61, Synergy_Bliss=1.02, Synergy_Loewe=-1.62, Synergy_HSA=0.0633. (3) Drug 1: CCCS(=O)(=O)NC1=C(C(=C(C=C1)F)C(=O)C2=CNC3=C2C=C(C=N3)C4=CC=C(C=C4)Cl)F. Drug 2: CC1=CC2C(CCC3(C2CCC3(C(=O)C)OC(=O)C)C)C4(C1=CC(=O)CC4)C. Cell line: SN12C. Synergy scores: CSS=7.57, Synergy_ZIP=2.52, Synergy_Bliss=8.12, Synergy_Loewe=6.68, Synergy_HSA=6.11. (4) Drug 1: C(=O)(N)NO. Drug 2: C1=CC=C(C(=C1)C(C2=CC=C(C=C2)Cl)C(Cl)Cl)Cl. Cell line: K-562. Synergy scores: CSS=-34.3, Synergy_ZIP=39.2, Synergy_Bliss=45.1, Synergy_Loewe=-11.7, Synergy_HSA=-3.81. (5) Drug 1: CN1CCC(CC1)COC2=C(C=C3C(=C2)N=CN=C3NC4=C(C=C(C=C4)Br)F)OC. Drug 2: C(=O)(N)NO. Cell line: CCRF-CEM. Synergy scores: CSS=16.7, Synergy_ZIP=-8.30, Synergy_Bliss=-0.616, Synergy_Loewe=-2.62, Synergy_HSA=-0.890. (6) Drug 1: CC(CN1CC(=O)NC(=O)C1)N2CC(=O)NC(=O)C2. Synergy scores: CSS=44.0, Synergy_ZIP=-2.94, Synergy_Bliss=-0.0462, Synergy_Loewe=3.84, Synergy_HSA=5.92. Drug 2: C1CCC(C(C1)N)N.C(=O)(C(=O)[O-])[O-].[Pt+4]. Cell line: HCT116. (7) Synergy scores: CSS=20.2, Synergy_ZIP=3.80, Synergy_Bliss=4.76, Synergy_Loewe=-25.8, Synergy_HSA=1.15. Cell line: MCF7. Drug 1: CC1C(C(CC(O1)OC2CC(OC(C2O)C)OC3=CC4=CC5=C(C(=O)C(C(C5)C(C(=O)C(C(C)O)O)OC)OC6CC(C(C(O6)C)O)OC7CC(C(C(O7)C)O)OC8CC(C(C(O8)C)O)(C)O)C(=C4C(=C3C)O)O)O)O. Drug 2: C1=CC=C(C(=C1)C(C2=CC=C(C=C2)Cl)C(Cl)Cl)Cl.